Regression. Given two drug SMILES strings and cell line genomic features, predict the synergy score measuring deviation from expected non-interaction effect. From a dataset of NCI-60 drug combinations with 297,098 pairs across 59 cell lines. (1) Drug 1: CCCCCOC(=O)NC1=NC(=O)N(C=C1F)C2C(C(C(O2)C)O)O. Drug 2: C1=CN(C=N1)CC(O)(P(=O)(O)O)P(=O)(O)O. Synergy scores: CSS=2.19, Synergy_ZIP=-3.02, Synergy_Bliss=-5.52, Synergy_Loewe=-1.40, Synergy_HSA=-3.06. Cell line: RXF 393. (2) Drug 1: C1CN1P(=S)(N2CC2)N3CC3. Drug 2: C#CCC(CC1=CN=C2C(=N1)C(=NC(=N2)N)N)C3=CC=C(C=C3)C(=O)NC(CCC(=O)O)C(=O)O. Cell line: CAKI-1. Synergy scores: CSS=36.3, Synergy_ZIP=-5.99, Synergy_Bliss=-7.44, Synergy_Loewe=-8.92, Synergy_HSA=-6.05. (3) Drug 1: CN(C)N=NC1=C(NC=N1)C(=O)N. Drug 2: CC1C(C(=O)NC(C(=O)N2CCCC2C(=O)N(CC(=O)N(C(C(=O)O1)C(C)C)C)C)C(C)C)NC(=O)C3=C4C(=C(C=C3)C)OC5=C(C(=O)C(=C(C5=N4)C(=O)NC6C(OC(=O)C(N(C(=O)CN(C(=O)C7CCCN7C(=O)C(NC6=O)C(C)C)C)C)C(C)C)C)N)C. Cell line: HCT116. Synergy scores: CSS=2.14, Synergy_ZIP=8.26, Synergy_Bliss=12.6, Synergy_Loewe=11.8, Synergy_HSA=11.9. (4) Drug 1: CC1OCC2C(O1)C(C(C(O2)OC3C4COC(=O)C4C(C5=CC6=C(C=C35)OCO6)C7=CC(=C(C(=C7)OC)O)OC)O)O. Drug 2: CCCCC(=O)OCC(=O)C1(CC(C2=C(C1)C(=C3C(=C2O)C(=O)C4=C(C3=O)C=CC=C4OC)O)OC5CC(C(C(O5)C)O)NC(=O)C(F)(F)F)O. Cell line: HCT116. Synergy scores: CSS=52.2, Synergy_ZIP=-3.98, Synergy_Bliss=-3.44, Synergy_Loewe=-1.06, Synergy_HSA=-0.698. (5) Drug 1: C1=CC(=CC=C1CCC2=CNC3=C2C(=O)NC(=N3)N)C(=O)NC(CCC(=O)O)C(=O)O. Drug 2: CC1=C(C(CCC1)(C)C)C=CC(=CC=CC(=CC(=O)O)C)C. Cell line: SR. Synergy scores: CSS=47.7, Synergy_ZIP=11.5, Synergy_Bliss=7.78, Synergy_Loewe=-16.8, Synergy_HSA=5.78.